From a dataset of Full USPTO retrosynthesis dataset with 1.9M reactions from patents (1976-2016). Predict the reactants needed to synthesize the given product. (1) The reactants are: Cl[C:2]1[CH:3]=[C:4]([F:9])[C:5]([F:8])=[N:6][CH:7]=1.[CH3:10][C:11]1[CH:15]=[C:14]([Sn](CCCC)(CCCC)CCCC)[O:13][N:12]=1.CC(C1C=C(C(C)C)C(C2C=CC=CC=2P(C2CCCCC2)C2CCCCC2)=C(C(C)C)C=1)C.O1CCOCC1. Given the product [F:8][C:5]1[C:4]([F:9])=[CH:3][C:2]([C:14]2[O:13][N:12]=[C:11]([CH3:10])[CH:15]=2)=[CH:7][N:6]=1, predict the reactants needed to synthesize it. (2) Given the product [OH:34][CH:35]1[CH2:40][CH2:39][N:38]([C:28]([C:27]2[CH:26]=[C:25]([CH:33]=[CH:32][CH:31]=2)[CH2:24][N:3]2[CH:4]=[C:5]([C:8]3[O:12][N:11]=[C:10]([C:13]4[CH:18]=[CH:17][C:16]([O:19][C:20]([F:23])([F:22])[F:21])=[CH:15][CH:14]=4)[N:9]=3)[CH:6]=[CH:7][C:2]2=[O:1])=[O:29])[CH2:37][CH2:36]1, predict the reactants needed to synthesize it. The reactants are: [O:1]=[C:2]1[CH:7]=[CH:6][C:5]([C:8]2[O:12][N:11]=[C:10]([C:13]3[CH:18]=[CH:17][C:16]([O:19][C:20]([F:23])([F:22])[F:21])=[CH:15][CH:14]=3)[N:9]=2)=[CH:4][N:3]1[CH2:24][C:25]1[CH:26]=[C:27]([CH:31]=[CH:32][CH:33]=1)[C:28](Cl)=[O:29].[OH:34][CH:35]1[CH2:40][CH2:39][NH:38][CH2:37][CH2:36]1. (3) Given the product [Br:1][C:2]1[C:10]2[N:9]=[C:8]([N:27]3[CH2:28][CH2:29][N:24]([C:19]4[C:18]([Cl:17])=[CH:23][CH:22]=[CH:21][N:20]=4)[CH2:25][CH2:26]3)[NH:7][C:6]=2[CH:5]=[C:4]([C:12]([F:15])([F:14])[F:13])[CH:3]=1, predict the reactants needed to synthesize it. The reactants are: [Br:1][C:2]1[C:10]2[N:9]=[C:8](Cl)[NH:7][C:6]=2[CH:5]=[C:4]([C:12]([F:15])([F:14])[F:13])[CH:3]=1.Cl.[Cl:17][C:18]1[C:19]([N:24]2[CH2:29][CH2:28][NH:27][CH2:26][CH2:25]2)=[N:20][CH:21]=[CH:22][CH:23]=1.C(N(CC)C(C)C)(C)C. (4) Given the product [CH2:1]([O:8][C:9](=[O:30])[NH:10][CH:11]1[C:17](=[O:18])[N:16]([CH3:34])[C:15]2[CH:19]=[CH:20][CH:21]=[CH:22][C:14]=2[C:13]([C:23]2[CH:24]=[CH:25][C:26]([Br:29])=[CH:27][CH:28]=2)=[N:12]1)[C:2]1[CH:7]=[CH:6][CH:5]=[CH:4][CH:3]=1, predict the reactants needed to synthesize it. The reactants are: [CH2:1]([O:8][C:9](=[O:30])[NH:10][CH:11]1[C:17](=[O:18])[NH:16][C:15]2[CH:19]=[CH:20][CH:21]=[CH:22][C:14]=2[C:13]([C:23]2[CH:28]=[CH:27][C:26]([Br:29])=[CH:25][CH:24]=2)=[N:12]1)[C:2]1[CH:7]=[CH:6][CH:5]=[CH:4][CH:3]=1.[H-].[Na+].I[CH3:34]. (5) Given the product [N:25]1[C:26]2[C:21](=[C:20]([NH:17][C:18]([N:9]3[CH2:8][CH2:7][N:6]([C:10]4[N:15]=[N:14][C:13]([NH2:16])=[CH:12][CH:11]=4)[CH2:5][CH:4]3[CH:1]([CH3:3])[CH3:2])=[S:19])[CH:29]=[CH:28][CH:27]=2)[CH:22]=[CH:23][CH:24]=1, predict the reactants needed to synthesize it. The reactants are: [CH:1]([CH:4]1[NH:9][CH2:8][CH2:7][N:6]([C:10]2[N:15]=[N:14][C:13]([NH2:16])=[CH:12][CH:11]=2)[CH2:5]1)([CH3:3])[CH3:2].[N:17]([C:20]1[CH:29]=[CH:28][CH:27]=[C:26]2[C:21]=1[CH:22]=[CH:23][CH:24]=[N:25]2)=[C:18]=[S:19]. (6) Given the product [C:21]1([C:19]2[N:10]=[C:8]([C:4]3[CH:3]=[N:2][CH:7]=[CH:6][CH:5]=3)[NH:9][CH:18]=2)[CH:26]=[CH:25][CH:24]=[CH:23][CH:22]=1, predict the reactants needed to synthesize it. The reactants are: Cl.[N:2]1[CH:7]=[CH:6][CH:5]=[C:4]([C:8](=[NH:10])[NH2:9])[CH:3]=1.C(=O)([O-])[O-].[K+].[K+].Br[CH2:18][C:19]([C:21]1[CH:26]=[CH:25][CH:24]=[CH:23][CH:22]=1)=O.O. (7) Given the product [Cl:1][C:2]1[CH:3]=[CH:4][C:5]2[N:6]=[CH:7][N:8]=[C:9]([NH:27][C:24]3[CH:25]=[N:26][C:21]([O:20][CH3:19])=[CH:22][CH:23]=3)[C:10]=2[N:11]=1, predict the reactants needed to synthesize it. The reactants are: [Cl:1][C:2]1[CH:3]=[CH:4][C:5]2[N:6]=[CH:7][N:8]=[C:9](OC3CCOCC3)[C:10]=2[N:11]=1.[CH3:19][O:20][C:21]1[N:26]=[CH:25][C:24]([NH2:27])=[CH:23][CH:22]=1.C([O-])(=O)C.[Na+].